From a dataset of Merck oncology drug combination screen with 23,052 pairs across 39 cell lines. Regression. Given two drug SMILES strings and cell line genomic features, predict the synergy score measuring deviation from expected non-interaction effect. (1) Drug 1: O=c1[nH]cc(F)c(=O)[nH]1. Drug 2: CNC(=O)c1cc(Oc2ccc(NC(=O)Nc3ccc(Cl)c(C(F)(F)F)c3)cc2)ccn1. Cell line: ZR751. Synergy scores: synergy=-11.4. (2) Drug 2: O=C(CCCCCCC(=O)Nc1ccccc1)NO. Cell line: NCIH460. Drug 1: N#Cc1ccc(Cn2cncc2CN2CCN(c3cccc(Cl)c3)C(=O)C2)cc1. Synergy scores: synergy=11.9. (3) Drug 1: CCC1(O)CC2CN(CCc3c([nH]c4ccccc34)C(C(=O)OC)(c3cc4c(cc3OC)N(C)C3C(O)(C(=O)OC)C(OC(C)=O)C5(CC)C=CCN6CCC43C65)C2)C1. Drug 2: CCc1cnn2c(NCc3ccc[n+]([O-])c3)cc(N3CCCCC3CCO)nc12. Cell line: NCIH23. Synergy scores: synergy=-31.2. (4) Drug 1: Nc1ccn(C2OC(CO)C(O)C2(F)F)c(=O)n1. Drug 2: CS(=O)(=O)CCNCc1ccc(-c2ccc3ncnc(Nc4ccc(OCc5cccc(F)c5)c(Cl)c4)c3c2)o1. Cell line: NCIH1650. Synergy scores: synergy=-11.4. (5) Drug 1: COC1=C2CC(C)CC(OC)C(O)C(C)C=C(C)C(OC(N)=O)C(OC)C=CC=C(C)C(=O)NC(=CC1=O)C2=O. Drug 2: CNC(=O)c1cc(Oc2ccc(NC(=O)Nc3ccc(Cl)c(C(F)(F)F)c3)cc2)ccn1. Cell line: HCT116. Synergy scores: synergy=2.20. (6) Drug 1: O=S1(=O)NC2(CN1CC(F)(F)F)C1CCC2Cc2cc(C=CCN3CCC(C(F)(F)F)CC3)ccc2C1. Drug 2: Cn1cc(-c2cnn3c(N)c(Br)c(C4CCCNC4)nc23)cn1. Cell line: A2780. Synergy scores: synergy=8.46.